From a dataset of Reaction yield outcomes from USPTO patents with 853,638 reactions. Predict the reaction yield, written as a fraction of the theoretical maximum amount of product (1.0 means a 100% yield; for example, 0.34 means a 34% yield). The reactants are [CH3:1][NH:2][C:3]([C:5]1[CH:6]=[C:7](/[CH:11]=[CH:12]/[C:13]([O:15][CH3:16])=[O:14])[CH:8]=[CH:9][CH:10]=1)=[O:4].[H][H]. The catalyst is [Pd].C(O)C.CN(C=O)C. The product is [CH3:1][NH:2][C:3]([C:5]1[CH:6]=[C:7]([CH2:11][CH2:12][C:13]([O:15][CH3:16])=[O:14])[CH:8]=[CH:9][CH:10]=1)=[O:4]. The yield is 0.800.